From a dataset of Full USPTO retrosynthesis dataset with 1.9M reactions from patents (1976-2016). Predict the reactants needed to synthesize the given product. (1) Given the product [CH2:23]([O:22][C:20]([C:19]1[CH:25]=[C:26]([F:29])[CH:27]=[CH:28][C:18]=1[S:17][CH2:16][CH2:15][CH2:14][C:13]([OH:30])=[O:12])=[O:21])[CH3:24], predict the reactants needed to synthesize it. The reactants are: FC(F)(F)C(O)=O.C([O:12][C:13](=[O:30])[CH2:14][CH2:15][CH2:16][S:17][C:18]1[CH:28]=[CH:27][C:26]([F:29])=[CH:25][C:19]=1[C:20]([O:22][CH2:23][CH3:24])=[O:21])(C)(C)C. (2) Given the product [F:1][C:2]1([C:9]2[N:13]([CH3:14])[N:12]=[CH:11][C:10]=2[N+:15]([O-:17])=[O:16])[CH2:3][CH2:4][CH:5]2[CH:6]([O:23]2)[CH2:7][CH2:8]1, predict the reactants needed to synthesize it. The reactants are: [F:1][C:2]1([C:9]2[N:13]([CH3:14])[N:12]=[CH:11][C:10]=2[N+:15]([O-:17])=[O:16])[CH2:8][CH2:7][CH:6]=[CH:5][CH2:4][CH2:3]1.ClC1C=C(C=CC=1)C(OO)=[O:23]. (3) Given the product [C:23]1(/[CH:24]=[C:2]2\[N:3]=[C:4]([C:6]3[CH:7]=[CH:8][CH:9]=[CH:10][CH:11]=3)[O:13][C:1]\2=[O:12])[C:17]2[C:18](=[CH:19][CH:14]=[CH:15][CH:16]=2)[CH:20]=[CH:21][CH:22]=1, predict the reactants needed to synthesize it. The reactants are: [C:1]([OH:13])(=[O:12])[CH2:2][NH:3][C:4]([C:6]1[CH:11]=[CH:10][CH:9]=[CH:8][CH:7]=1)=O.[CH:14]1[CH:19]=[C:18]2[CH:20]=[CH:21][CH:22]=[C:23]([CH:24]=O)[C:17]2=[CH:16][CH:15]=1.C([O-])(=O)C.[Na+]. (4) Given the product [C:6]([C:7]1[N:11]2[CH:12]=[C:13]([C:16]3[CH:26]=[CH:25][C:19]([C:20]([OH:22])=[O:21])=[CH:18][CH:17]=3)[CH:14]=[CH:15][C:10]2=[N:9][CH:8]=1)#[CH:5], predict the reactants needed to synthesize it. The reactants are: C[Si]([C:5]#[C:6][C:7]1[N:11]2[CH:12]=[C:13]([C:16]3[CH:26]=[CH:25][C:19]([C:20]([O:22]CC)=[O:21])=[CH:18][CH:17]=3)[CH:14]=[CH:15][C:10]2=[N:9][CH:8]=1)(C)C.[Li+].[OH-].